Dataset: NCI-60 drug combinations with 297,098 pairs across 59 cell lines. Task: Regression. Given two drug SMILES strings and cell line genomic features, predict the synergy score measuring deviation from expected non-interaction effect. (1) Drug 1: C1=CN(C(=O)N=C1N)C2C(C(C(O2)CO)O)O.Cl. Drug 2: CC(C)(C#N)C1=CC(=CC(=C1)CN2C=NC=N2)C(C)(C)C#N. Cell line: T-47D. Synergy scores: CSS=11.5, Synergy_ZIP=-1.91, Synergy_Bliss=-3.90, Synergy_Loewe=-0.474, Synergy_HSA=-3.47. (2) Drug 1: CC(C)NC(=O)C1=CC=C(C=C1)CNNC.Cl. Drug 2: C1CNP(=O)(OC1)N(CCCl)CCCl. Cell line: MOLT-4. Synergy scores: CSS=-2.30, Synergy_ZIP=2.95, Synergy_Bliss=5.91, Synergy_Loewe=0.509, Synergy_HSA=0.909. (3) Synergy scores: CSS=46.0, Synergy_ZIP=2.00, Synergy_Bliss=-0.556, Synergy_Loewe=-54.2, Synergy_HSA=0.418. Cell line: SF-539. Drug 2: C1=NNC2=C1C(=O)NC=N2. Drug 1: COC1=CC(=CC(=C1O)OC)C2C3C(COC3=O)C(C4=CC5=C(C=C24)OCO5)OC6C(C(C7C(O6)COC(O7)C8=CC=CS8)O)O. (4) Cell line: SF-295. Drug 1: C1CC(C1)(C(=O)O)C(=O)O.[NH2-].[NH2-].[Pt+2]. Synergy scores: CSS=45.5, Synergy_ZIP=5.34, Synergy_Bliss=7.20, Synergy_Loewe=9.36, Synergy_HSA=9.66. Drug 2: CN(C(=O)NC(C=O)C(C(C(CO)O)O)O)N=O. (5) Drug 1: CCCS(=O)(=O)NC1=C(C(=C(C=C1)F)C(=O)C2=CNC3=C2C=C(C=N3)C4=CC=C(C=C4)Cl)F. Drug 2: C(CC(=O)O)C(=O)CN.Cl. Cell line: U251. Synergy scores: CSS=5.05, Synergy_ZIP=-2.55, Synergy_Bliss=-1.02, Synergy_Loewe=-1.95, Synergy_HSA=-1.09.